From a dataset of Reaction yield outcomes from USPTO patents with 853,638 reactions. Predict the reaction yield, written as a fraction of the theoretical maximum amount of product (1.0 means a 100% yield; for example, 0.34 means a 34% yield). (1) The reactants are [Cl:1][C:2]1[CH:3]=[C:4]([NH:8][CH2:9][CH2:10][CH2:11][NH2:12])[CH:5]=[CH:6][CH:7]=1.CCN(CC)CC.Cl[C:21]([O:23][CH3:24])=[O:22].O. The catalyst is C(Cl)Cl. The product is [Cl:1][C:2]1[CH:3]=[C:4]([NH:8][CH2:9][CH2:10][CH2:11][NH:12][C:21](=[O:22])[O:23][CH3:24])[CH:5]=[CH:6][CH:7]=1. The yield is 0.980. (2) The yield is 0.750. The reactants are [H-].[Na+].[CH3:3][O:4][C:5]([C:7]1[C:15]2[C:10](=[N:11][CH:12]=[C:13]([Cl:16])[CH:14]=2)[N:9]([S:17]([C:20]2[CH:25]=[CH:24][CH:23]=[CH:22][CH:21]=2)(=[O:19])=[O:18])[C:8]=1[CH2:26]Br)=[O:6].[C:28]([CH2:30][NH:31][S:32]([C:35]1[CH:40]=[CH:39][C:38]([CH3:41])=[CH:37][CH:36]=1)(=[O:34])=[O:33])#[N:29].Cl. The product is [CH3:3][O:4][C:5]([C:7]1[C:15]2[C:10](=[N:11][CH:12]=[C:13]([Cl:16])[CH:14]=2)[N:9]([S:17]([C:20]2[CH:25]=[CH:24][CH:23]=[CH:22][CH:21]=2)(=[O:19])=[O:18])[C:8]=1[CH2:26][N:31]([CH2:30][C:28]#[N:29])[S:32]([C:35]1[CH:36]=[CH:37][C:38]([CH3:41])=[CH:39][CH:40]=1)(=[O:34])=[O:33])=[O:6]. The catalyst is CN(C=O)C. (3) The reactants are [C:1]([O:5][C:6]([N:8]1[C:16]2[C:11](=[CH:12][C:13]([CH:17]=O)=[CH:14][CH:15]=2)[CH:10]=[C:9]1[C:19]1[C:20](=[O:29])[NH:21][C:22]2[C:27]([CH:28]=1)=[CH:26][CH:25]=[CH:24][CH:23]=2)=[O:7])([CH3:4])([CH3:3])[CH3:2].[OH:30][CH2:31][C:32]([N:34]1[CH2:39][CH2:38][NH:37][CH2:36][CH2:35]1)=[O:33].C(O[BH-](OC(=O)C)OC(=O)C)(=O)C.[Na+].[O-]S([O-])(=O)=O.[Mg+2].[H-]. The catalyst is ClC(Cl)C.C(O)(=O)C. The product is [C:1]([O:5][C:6]([N:8]1[C:16]2[C:11](=[CH:12][C:13]([CH2:17][N:37]3[CH2:38][CH2:39][N:34]([C:32](=[O:33])[CH2:31][OH:30])[CH2:35][CH2:36]3)=[CH:14][CH:15]=2)[CH:10]=[C:9]1[C:19]1[C:20](=[O:29])[NH:21][C:22]2[C:27]([CH:28]=1)=[CH:26][CH:25]=[CH:24][CH:23]=2)=[O:7])([CH3:4])([CH3:2])[CH3:3]. The yield is 0.570. (4) The reactants are [CH3:1][O:2][C:3]1[CH:4]=[CH:5][C:6]([C@H:9]2[CH2:11][C@@H:10]2[CH2:12][O:13][C:14]2[C:19]([C:20]#[C:21][Si](C)(C)C)=[CH:18][N:17]=[C:16]([CH3:26])[N:15]=2)=[N:7][CH:8]=1. The catalyst is CCCC[N+](CCCC)(CCCC)CCCC.[F-]. The product is [C:20]([C:19]1[C:14]([O:13][CH2:12][C@H:10]2[CH2:11][C@@H:9]2[C:6]2[CH:5]=[CH:4][C:3]([O:2][CH3:1])=[CH:8][N:7]=2)=[N:15][C:16]([CH3:26])=[N:17][CH:18]=1)#[CH:21]. The yield is 0.900. (5) The reactants are [CH3:1][N:2]1[CH2:7][CH2:6][C:5]([CH2:19][NH2:20])([C:8]2[N:9]=[C:10]([C:13]3[CH:18]=[CH:17][CH:16]=[CH:15][CH:14]=3)[S:11][CH:12]=2)[CH2:4][CH2:3]1.[F:21][C:22]([F:38])([F:37])[C:23]1[O:27][N:26]=[C:25]([C:28]2[CH:29]=[N:30][CH:31]=[C:32]([CH:36]=2)[C:33](O)=[O:34])[N:24]=1. No catalyst specified. The product is [CH3:1][N:2]1[CH2:3][CH2:4][C:5]([CH2:19][NH:20][C:33](=[O:34])[C:32]2[CH:36]=[C:28]([C:25]3[N:24]=[C:23]([C:22]([F:38])([F:37])[F:21])[O:27][N:26]=3)[CH:29]=[N:30][CH:31]=2)([C:8]2[N:9]=[C:10]([C:13]3[CH:18]=[CH:17][CH:16]=[CH:15][CH:14]=3)[S:11][CH:12]=2)[CH2:6][CH2:7]1. The yield is 0.0800.